Dataset: Full USPTO retrosynthesis dataset with 1.9M reactions from patents (1976-2016). Task: Predict the reactants needed to synthesize the given product. (1) Given the product [C:29]1([S:35]([C:2]2[CH:3]=[C:4]3[C:8](=[CH:9][CH:10]=2)[N:7]([CH:11]2[CH2:16][CH2:15][N:14]([C:17]([O:19][C:20]([CH3:23])([CH3:22])[CH3:21])=[O:18])[CH2:13][CH2:12]2)[CH2:6][CH2:5]3)(=[O:37])=[O:36])[CH:34]=[CH:33][CH:32]=[CH:31][CH:30]=1, predict the reactants needed to synthesize it. The reactants are: Br[C:2]1[CH:3]=[C:4]2[C:8](=[CH:9][CH:10]=1)[N:7]([CH:11]1[CH2:16][CH2:15][N:14]([C:17]([O:19][C:20]([CH3:23])([CH3:22])[CH3:21])=[O:18])[CH2:13][CH2:12]1)[CH2:6][CH2:5]2.C([Li])(C)(C)C.[C:29]1([S:35](F)(=[O:37])=[O:36])[CH:34]=[CH:33][CH:32]=[CH:31][CH:30]=1. (2) Given the product [OH:38][CH:2]([CH2:3][OH:34])[CH2:1][C:4]1([S:7]([NH:10][C:11]2[C:19]([NH:20][C:21]3[CH:26]=[CH:25][C:24]([I:27])=[CH:23][C:22]=3[F:28])=[C:18]([F:29])[C:14]3[N:15]=[CH:16][S:17][C:13]=3[CH:12]=2)(=[O:9])=[O:8])[CH2:6][CH2:5]1, predict the reactants needed to synthesize it. The reactants are: [CH2:1]([C:4]1([S:7]([NH:10][C:11]2[C:19]([NH:20][C:21]3[CH:26]=[CH:25][C:24]([I:27])=[CH:23][C:22]=3[F:28])=[C:18]([F:29])[C:14]3[N:15]=[CH:16][S:17][C:13]=3[CH:12]=2)(=[O:9])=[O:8])[CH2:6][CH2:5]1)[CH:2]=[CH2:3].C[N+]1([O-])CC[O:34]CC1.[OH2:38]. (3) Given the product [C:1]1([S:7]([C:10]2[CH:19]=[C:18]3[C:13]([CH2:14][CH2:15][C@H:16]([CH2:20][NH:21][C:31](=[O:32])[CH2:30][O:29][CH2:22][C:23]4[CH:28]=[CH:27][CH:26]=[CH:25][CH:24]=4)[O:17]3)=[CH:12][CH:11]=2)(=[O:9])=[O:8])[CH:2]=[CH:3][CH:4]=[CH:5][CH:6]=1, predict the reactants needed to synthesize it. The reactants are: [C:1]1([S:7]([C:10]2[CH:19]=[C:18]3[C:13]([CH2:14][CH2:15][C@H:16]([CH2:20][NH2:21])[O:17]3)=[CH:12][CH:11]=2)(=[O:9])=[O:8])[CH:6]=[CH:5][CH:4]=[CH:3][CH:2]=1.[CH2:22]([O:29][CH2:30][C:31](Cl)=[O:32])[C:23]1[CH:28]=[CH:27][CH:26]=[CH:25][CH:24]=1. (4) Given the product [C:16]([C:15]1[C:10]2[O:9][CH:8]([CH:20]([CH3:21])[CH3:22])[C:7](=[O:23])[N:6]([CH2:5][CH2:4][C:3]([OH:24])=[O:2])[C:11]=2[CH:12]=[CH:13][CH:14]=1)([CH3:17])([CH3:19])[CH3:18], predict the reactants needed to synthesize it. The reactants are: C[O:2][C:3](=[O:24])[CH2:4][CH2:5][N:6]1[C:11]2[CH:12]=[CH:13][CH:14]=[C:15]([C:16]([CH3:19])([CH3:18])[CH3:17])[C:10]=2[O:9][CH:8]([CH:20]([CH3:22])[CH3:21])[C:7]1=[O:23].[OH-].[Na+]. (5) Given the product [C:19]1(/[CH:18]=[CH:17]/[C:16]2[CH:11]=[CH:12][CH:13]=[CH:14][CH:15]=2)[CH:20]=[CH:21][CH:22]=[CH:23][CH:24]=1, predict the reactants needed to synthesize it. The reactants are: C=CC1C=CC=CC=1.CC[CH2:11][CH2:12][CH2:13][CH2:14][CH2:15][CH2:16][CH2:17][CH2:18][CH2:19][CH2:20][CH2:21][CH2:22][CH2:23][CH3:24].